This data is from Forward reaction prediction with 1.9M reactions from USPTO patents (1976-2016). The task is: Predict the product of the given reaction. (1) Given the reactants [Si]([O:8][CH2:9][C:10]1[CH:11]=[CH:12][C:13](B2OC(C)(C)C(C)(C)O2)=[C:14]([NH:16]C(=O)OC(C)(C)C)[CH:15]=1)(C(C)(C)C)(C)C.[NH:33]1[C:41]2[C:36](=[CH:37][C:38]([C:42]#[C:43][C:44]3[CH:45]=[C:46](Cl)[C:47]([C:50]#[N:51])=[N:48][CH:49]=3)=[CH:39][CH:40]=2)[CH:35]=[CH:34]1, predict the reaction product. The product is: [NH:33]1[C:41]2[C:36](=[CH:37][C:38]([CH2:42][CH2:43][C:44]3[CH:49]=[N:48][C:47]4[C:50]([NH2:51])=[N:16][C:14]5[CH:15]=[C:10]([CH2:9][OH:8])[CH:11]=[CH:12][C:13]=5[C:46]=4[CH:45]=3)=[CH:39][CH:40]=2)[CH:35]=[CH:34]1. (2) Given the reactants [Br-].[C:2]([CH2:5][CH2:6][CH2:7][P+](C1C=CC=CC=1)(C1C=CC=CC=1)C1C=CC=CC=1)([OH:4])=[O:3].C[Si]([N-][Si](C)(C)C)(C)C.[Li+].CO[C:39]1[C:40]([O:47][CH3:48])=[C:41]([CH:44]=[CH:45][CH:46]=1)[CH:42]=O.C1C[O:52][CH2:51]C1, predict the reaction product. The product is: [CH3:48][O:47][C:40]1[CH:39]=[C:46]([O:52][CH3:51])[CH:45]=[CH:44][C:41]=1/[CH:42]=[CH:7]/[CH2:6][CH2:5][C:2]([OH:4])=[O:3].